This data is from Reaction yield outcomes from USPTO patents with 853,638 reactions. The task is: Predict the reaction yield, written as a fraction of the theoretical maximum amount of product (1.0 means a 100% yield; for example, 0.34 means a 34% yield). (1) The reactants are Br[C:2]1[CH:7]=[CH:6][C:5](/[CH:8]=[CH:9]/[C:10]2[NH:11][CH:12]=[C:13]([C:15]3[CH:20]=[CH:19][C:18]([Cl:21])=[CH:17][C:16]=3[Cl:22])[N:14]=2)=[CH:4][CH:3]=1.[Cl:23][C:24]1[CH:25]=[CH:26][C:27]([O:33][CH3:34])=[C:28](B(O)O)[CH:29]=1. No catalyst specified. The product is [Cl:23][C:24]1[CH:29]=[CH:28][C:27]([O:33][CH3:34])=[C:26]([C:2]2[CH:7]=[CH:6][C:5](/[CH:8]=[CH:9]/[C:10]3[NH:11][CH:12]=[C:13]([C:15]4[CH:20]=[CH:19][C:18]([Cl:21])=[CH:17][C:16]=4[Cl:22])[N:14]=3)=[CH:4][CH:3]=2)[CH:25]=1. The yield is 0.470. (2) The product is [CH3:28][C:29]([CH3:34])([CH3:33])[C:30]([NH:1][CH2:2][CH2:3][CH2:4][N:5]1[CH:14]=[CH:13][C:12]2[C:7](=[CH:8][C:9]([C:15]([O:17][CH3:18])=[O:16])=[CH:10][CH:11]=2)[C:6]1=[O:19])=[O:31]. The yield is 0.920. The reactants are [NH2:1][CH2:2][CH2:3][CH2:4][N:5]1[CH:14]=[CH:13][C:12]2[C:7](=[CH:8][C:9]([C:15]([O:17][CH3:18])=[O:16])=[CH:10][CH:11]=2)[C:6]1=[O:19].Cl.C(N(CC)CC)C.[CH3:28][C:29]([CH3:34])([CH3:33])[C:30](Cl)=[O:31]. The catalyst is C(Cl)Cl. (3) The yield is 0.909. The product is [ClH:19].[CH3:1][N:2]1[C:10]2[CH2:9][CH2:8][NH:7][CH2:6][C:5]=2[C:4]([CH3:18])=[N:3]1. The reactants are [CH3:1][N:2]1[C:10]2[CH2:9][CH2:8][N:7](C(OC(C)(C)C)=O)[CH2:6][C:5]=2[C:4]([CH3:18])=[N:3]1.[ClH:19]. The catalyst is CO.CCOC(C)=O. (4) The reactants are [CH3:1][O:2][C:3]1[CH:4]=[C:5]2[C:9](=[CH:10][CH:11]=1)[N:8]([CH2:12][CH2:13][N:14]1[CH2:19][CH2:18][N:17]([CH3:20])[CH2:16][CH2:15]1)[C:7]([C:21]1[C:22]([CH3:28])=[N:23][N:24]([CH3:27])[C:25]=1[CH3:26])=[C:6]2[CH:29]=O.[CH3:31][NH:32][C:33]([NH:35][C:36]1[CH:37]=[CH:38][C:39]2[O:43][CH2:42][C:41](=[O:44])[C:40]=2[CH:45]=1)=[O:34].C([O-])([O-])=O.[Na+].[Na+]. The catalyst is Cl.CCO. The product is [CH3:1][O:2][C:3]1[CH:4]=[C:5]2[C:9](=[CH:10][CH:11]=1)[N:8]([CH2:12][CH2:13][N:14]1[CH2:15][CH2:16][N:17]([CH3:20])[CH2:18][CH2:19]1)[C:7]([C:21]1[C:22]([CH3:28])=[N:23][N:24]([CH3:27])[C:25]=1[CH3:26])=[C:6]2/[CH:29]=[C:42]1\[O:43][C:39]2[CH:38]=[CH:37][C:36]([NH:35][C:33]([NH:32][CH3:31])=[O:34])=[CH:45][C:40]=2[C:41]\1=[O:44]. The yield is 0.310.